Task: Predict the reactants needed to synthesize the given product.. Dataset: Full USPTO retrosynthesis dataset with 1.9M reactions from patents (1976-2016) (1) Given the product [I:15][C:8]1[C:6]2[N:7]=[CH:20][NH:2][C:5]=2[CH:11]=[C:10]([NH2:12])[CH:9]=1, predict the reactants needed to synthesize it. The reactants are: Cl.[N+:2]([C:5]1[CH:11]=[C:10]([N+:12]([O-])=O)[CH:9]=[C:8]([I:15])[C:6]=1[NH2:7])([O-])=O.[OH-].[Na+].CO.[CH3:20]COC(C)=O. (2) Given the product [F:1][C:2]1[CH:3]=[C:4]2[C:8](=[CH:9][CH:10]=1)[N:7]([S:11]([C:14]1[CH:20]=[CH:19][C:17]([CH3:18])=[CH:16][CH:15]=1)(=[O:13])=[O:12])[CH:6]=[C:5]2[CH2:21][OH:22], predict the reactants needed to synthesize it. The reactants are: [F:1][C:2]1[CH:3]=[C:4]2[C:8](=[CH:9][CH:10]=1)[N:7]([S:11]([C:14]1[CH:20]=[CH:19][C:17]([CH3:18])=[CH:16][CH:15]=1)(=[O:13])=[O:12])[CH:6]=[C:5]2[CH:21]=[O:22].[Cl-].[Na+]. (3) Given the product [CH2:9]([O:11][C:12]([C:14]1[C:15]([Br:1])=[CH:16][N:17]2[CH:21]=[CH:20][S:19][C:18]=12)=[O:13])[CH3:10], predict the reactants needed to synthesize it. The reactants are: [Br:1]N1C(=O)CCC1=O.[CH2:9]([O:11][C:12]([C:14]1[CH:15]=[CH:16][N:17]2[CH:21]=[CH:20][S:19][C:18]=12)=[O:13])[CH3:10].O. (4) Given the product [Br:1][C:2]1[C:3]([O:9][CH:11]([F:19])[F:10])=[N:4][CH:5]=[C:6]([CH3:8])[CH:7]=1, predict the reactants needed to synthesize it. The reactants are: [Br:1][C:2]1[C:3]([OH:9])=[N:4][CH:5]=[C:6]([CH3:8])[CH:7]=1.[F:10][C:11]([F:19])(S(F)(=O)=O)C(O)=O.C([O-])([O-])=O.[Na+].[Na+].O. (5) Given the product [CH2:13]([NH:19][C:2]1[CH:7]=[C:6]([CH3:8])[C:5]([CH3:9])=[CH:4][C:3]=1[N+:10]([O-:12])=[O:11])[CH2:14][CH2:15][CH2:16][CH2:17][CH3:18], predict the reactants needed to synthesize it. The reactants are: Br[C:2]1[CH:7]=[C:6]([CH3:8])[C:5]([CH3:9])=[CH:4][C:3]=1[N+:10]([O-:12])=[O:11].[CH2:13]([NH2:19])[CH2:14][CH2:15][CH2:16][CH2:17][CH3:18]. (6) Given the product [CH3:24][C:19]1([CH3:23])[CH2:18][C:17]2([CH2:25][CH2:26][CH2:27][N:15]([CH:12]3[CH2:13][CH2:14][N:9]([C:7]([C:6]4[C:5]5[CH:28]=[CH:29][CH:30]=[CH:31][C:4]=5[S:3][C:2]=4[C:34]4[CH:33]=[N:32][CH:37]=[CH:36][CH:35]=4)=[O:8])[CH2:10][CH2:11]3)[CH2:16]2)[C:21](=[O:22])[O:20]1, predict the reactants needed to synthesize it. The reactants are: Br[C:2]1[S:3][C:4]2[CH:31]=[CH:30][CH:29]=[CH:28][C:5]=2[C:6]=1[C:7]([N:9]1[CH2:14][CH2:13][CH:12]([N:15]2[CH2:27][CH2:26][CH2:25][C:17]3([C:21](=[O:22])[O:20][C:19]([CH3:24])([CH3:23])[CH2:18]3)[CH2:16]2)[CH2:11][CH2:10]1)=[O:8].[N:32]1[CH:37]=[CH:36][CH:35]=[C:34](B(O)O)[CH:33]=1.C(OC(C)C)(C)C. (7) Given the product [CH3:30][S:31]([O:29][CH2:28][C@H:25]1[CH2:26][CH2:27][N:23]([C:21]2[C:20]3[C:15](=[N:16][CH:17]=[CH:18][N:19]=3)[CH:14]=[C:13]([C:10]3[CH:11]=[CH:12][C:7]([N:4]4[CH2:3][CH2:2][O:1][CH2:6][CH2:5]4)=[CH:8][CH:9]=3)[N:22]=2)[CH2:24]1)(=[O:33])=[O:32], predict the reactants needed to synthesize it. The reactants are: [O:1]1[CH2:6][CH2:5][N:4]([C:7]2[CH:12]=[CH:11][C:10]([C:13]3[N:22]=[C:21]([N:23]4[CH2:27][CH2:26][C@H:25]([CH2:28][OH:29])[CH2:24]4)[C:20]4[C:15](=[N:16][CH:17]=[CH:18][N:19]=4)[CH:14]=3)=[CH:9][CH:8]=2)[CH2:3][CH2:2]1.[CH3:30][S:31](Cl)(=[O:33])=[O:32]. (8) Given the product [I:29][C:30]1[CH:31]=[C:32]2[C:36](=[CH:37][CH:38]=1)[NH:35][C:34]([C:48]([NH2:7])=[O:50])=[C:33]2[S:53]([N:67]([CH3:68])[CH2:66][CH:61]1[CH2:62][CH2:63][CH2:64][CH2:65][O:60]1)(=[O:54])=[O:55], predict the reactants needed to synthesize it. The reactants are: ClC1C=C2C(=CC=1)[N:7](S(C1C=CC=CC=1)(=O)=O)C(C(OCC)=O)=C2S(Cl)(=O)=O.[I:29][C:30]1[CH:31]=[C:32]2[C:36](=[CH:37][CH:38]=1)[N:35](S(C1C=CC=CC=1)(=O)=O)[C:34]([C:48]([O:50]CC)=O)=[C:33]2[S:53](Cl)(=[O:55])=[O:54].Cl.CN.[O:60]1[CH2:65][CH2:64][CH2:63][CH2:62][CH:61]1[CH2:66][NH:67][CH3:68]. (9) The reactants are: Br[C:2]1[CH:3]=[CH:4][C:5]([N:16]2[CH2:20][CH2:19][CH2:18][CH2:17]2)=[C:6](/[CH:8]=[C:9](\[CH3:15])/[C:10]([O:12][CH2:13][CH3:14])=[O:11])[CH:7]=1.[CH2:21]([O:25][CH2:26][CH2:27][O:28][C:29]1[CH:34]=[CH:33][C:32](OB(O)O)=[CH:31][CH:30]=1)[CH2:22][CH2:23][CH3:24].C(=O)([O-])[O-].[K+].[K+]. Given the product [CH2:21]([O:25][CH2:26][CH2:27][O:28][C:29]1[CH:30]=[CH:31][C:32]([C:2]2[CH:3]=[CH:4][C:5]([N:16]3[CH2:20][CH2:19][CH2:18][CH2:17]3)=[C:6](/[CH:8]=[C:9](\[CH3:15])/[C:10]([O:12][CH2:13][CH3:14])=[O:11])[CH:7]=2)=[CH:33][CH:34]=1)[CH2:22][CH2:23][CH3:24], predict the reactants needed to synthesize it.